This data is from Reaction yield outcomes from USPTO patents with 853,638 reactions. The task is: Predict the reaction yield, written as a fraction of the theoretical maximum amount of product (1.0 means a 100% yield; for example, 0.34 means a 34% yield). (1) The reactants are [C:1]1([CH:7]2[C:15]3[O:14][C:13](=O)[NH:12][C:11](=[O:17])[C:10]=3[CH2:9][CH2:8]2)[CH:6]=[CH:5][CH:4]=[CH:3][CH:2]=1.O.[NH3:19]. No catalyst specified. The product is [C:1]1([CH:7]2[C:15]3[NH:19][C:13](=[O:14])[NH:12][C:11](=[O:17])[C:10]=3[CH2:9][CH2:8]2)[CH:6]=[CH:5][CH:4]=[CH:3][CH:2]=1. The yield is 1.00. (2) The reactants are [H-].[Na+].[CH:3]1([CH:6]([C:8]2[C:13]3[N:14]4[CH2:20][CH2:19][CH2:18][N:17]([C:21]5[CH:26]=[CH:25][C:24]([Cl:27])=[CH:23][C:22]=5[Cl:28])[C:15]4=[N:16][C:12]=3[CH:11]=[CH:10][CH:9]=2)[OH:7])[CH2:5][CH2:4]1.[CH3:29]I. The catalyst is CN(C)C=O.O. The product is [CH:3]1([CH:6]([O:7][CH3:29])[C:8]2[C:13]3[N:14]4[CH2:20][CH2:19][CH2:18][N:17]([C:21]5[CH:26]=[CH:25][C:24]([Cl:27])=[CH:23][C:22]=5[Cl:28])[C:15]4=[N:16][C:12]=3[CH:11]=[CH:10][CH:9]=2)[CH2:5][CH2:4]1. The yield is 0.640. (3) The reactants are [NH2:1][C:2]1[CH:7]=[CH:6][N:5]=[CH:4][N:3]=1.[H-].[Na+].[Cl:10][C:11]1[CH:19]=[CH:18][CH:17]=[C:16]([Cl:20])[C:12]=1[C:13](Cl)=[O:14]. The catalyst is CN(C=O)C. The product is [Cl:10][C:11]1[CH:19]=[CH:18][CH:17]=[C:16]([Cl:20])[C:12]=1[C:13]([NH:1][C:2]1[CH:7]=[CH:6][N:5]=[CH:4][N:3]=1)=[O:14]. The yield is 0.100.